Dataset: Peptide-MHC class I binding affinity with 185,985 pairs from IEDB/IMGT. Task: Regression. Given a peptide amino acid sequence and an MHC pseudo amino acid sequence, predict their binding affinity value. This is MHC class I binding data. The peptide sequence is ELPVKTDIV. The MHC is HLA-A02:06 with pseudo-sequence HLA-A02:06. The binding affinity (normalized) is 0.136.